Dataset: Peptide-MHC class I binding affinity with 185,985 pairs from IEDB/IMGT. Task: Regression. Given a peptide amino acid sequence and an MHC pseudo amino acid sequence, predict their binding affinity value. This is MHC class I binding data. The binding affinity (normalized) is 1.00. The peptide sequence is FIISTLNKI. The MHC is HLA-A02:03 with pseudo-sequence HLA-A02:03.